From a dataset of Forward reaction prediction with 1.9M reactions from USPTO patents (1976-2016). Predict the product of the given reaction. (1) Given the reactants [Cl:1][C:2]1[S:3][C:4]([C:10]([O:12][CH2:13][CH3:14])=[O:11])=[C:5]([C:7](O)=[O:8])[N:6]=1.S(Cl)([Cl:17])=O, predict the reaction product. The product is: [Cl:1][C:2]1[S:3][C:4]([C:10]([O:12][CH2:13][CH3:14])=[O:11])=[C:5]([C:7]([Cl:17])=[O:8])[N:6]=1. (2) Given the reactants [CH3:1][NH:2][C:3]1[CH:4]=[N:5][CH:6]=[CH:7][C:8]=1[C:9]1[CH:14]=[CH:13][CH:12]=[CH:11][C:10]=1[CH3:15].[F:16][C:17]([F:32])([F:31])[C:18]1[CH:19]=[C:20]([CH:24]=[C:25]([C:27]([F:30])([F:29])[F:28])[N:26]=1)[C:21](O)=[O:22], predict the reaction product. The product is: [CH3:1][N:2]([C:3]1[CH:4]=[N:5][CH:6]=[CH:7][C:8]=1[C:9]1[CH:14]=[CH:13][CH:12]=[CH:11][C:10]=1[CH3:15])[C:21](=[O:22])[C:20]1[CH:24]=[C:25]([C:27]([F:28])([F:29])[F:30])[N:26]=[C:18]([C:17]([F:32])([F:16])[F:31])[CH:19]=1. (3) Given the reactants [Li]CCCC.Br[C:7]1[C:8]([C:13]#[N:14])=[N:9][CH:10]=[CH:11][CH:12]=1.[Br:15][C:16]1[CH:17]=[C:18]2[C:29](=[CH:30][CH:31]=1)[O:28][C:21]1[C:22]([F:27])=[N:23][C:24]([Cl:26])=[CH:25][C:20]=1[C:19]2=[N:32]S(C(C)(C)C)=O.[NH4+].[Cl-], predict the reaction product. The product is: [Br:15][C:16]1[CH:17]=[C:18]2[C:19]3([C:7]4[C:8](=[N:9][CH:10]=[CH:11][CH:12]=4)[C:13]([NH2:14])=[N:32]3)[C:20]3[CH:25]=[C:24]([Cl:26])[N:23]=[C:22]([F:27])[C:21]=3[O:28][C:29]2=[CH:30][CH:31]=1. (4) Given the reactants [F:1][C:2]1[CH:7]=[CH:6][C:5]([C:8]2[S:9][CH2:10][C:11]([CH3:16])([C:13]([OH:15])=O)[N:12]=2)=[CH:4][CH:3]=1.[NH2:17][C:18]1[CH:19]=[CH:20][C:21]([C:28]#[N:29])=[C:22]([C:24]([F:27])([F:26])[F:25])[CH:23]=1.CCN(C(C)C)C(C)C.C1CN([P+](Br)(N2CCCC2)N2CCCC2)CC1.F[P-](F)(F)(F)(F)F, predict the reaction product. The product is: [C:28]([C:21]1[CH:20]=[CH:19][C:18]([NH:17][C:13]([C:11]2([CH3:16])[CH2:10][S:9][C:8]([C:5]3[CH:4]=[CH:3][C:2]([F:1])=[CH:7][CH:6]=3)=[N:12]2)=[O:15])=[CH:23][C:22]=1[C:24]([F:25])([F:26])[F:27])#[N:29]. (5) The product is: [CH2:1]([O:8][C:9]([NH:11][C@H:12]1[CH2:16][CH2:15][N:14]([C@@H:17]([CH2:25][C:26]2[CH:27]=[CH:28][CH:29]=[CH:30][CH:31]=2)[C:18]([OH:20])=[O:19])[C:13]1=[O:32])=[O:10])[C:2]1[CH:7]=[CH:6][CH:5]=[CH:4][CH:3]=1. Given the reactants [CH2:1]([O:8][C:9]([NH:11][C@H:12]1[CH2:16][CH2:15][N:14]([C@@H:17]([CH2:25][C:26]2[CH:31]=[CH:30][CH:29]=[CH:28][CH:27]=2)[C:18]([O:20]C(C)(C)C)=[O:19])[C:13]1=[O:32])=[O:10])[C:2]1[CH:7]=[CH:6][CH:5]=[CH:4][CH:3]=1.C(O)(C(F)(F)F)=O, predict the reaction product.